This data is from Merck oncology drug combination screen with 23,052 pairs across 39 cell lines. The task is: Regression. Given two drug SMILES strings and cell line genomic features, predict the synergy score measuring deviation from expected non-interaction effect. Drug 1: COC12C(COC(N)=O)C3=C(C(=O)C(C)=C(N)C3=O)N1CC1NC12. Drug 2: NC(=O)c1cccc2cn(-c3ccc(C4CCCNC4)cc3)nc12. Cell line: SKMES1. Synergy scores: synergy=6.84.